This data is from NCI-60 drug combinations with 297,098 pairs across 59 cell lines. The task is: Regression. Given two drug SMILES strings and cell line genomic features, predict the synergy score measuring deviation from expected non-interaction effect. (1) Drug 1: C1=CC(=CC=C1CCC2=CNC3=C2C(=O)NC(=N3)N)C(=O)NC(CCC(=O)O)C(=O)O. Drug 2: CCCCCOC(=O)NC1=NC(=O)N(C=C1F)C2C(C(C(O2)C)O)O. Cell line: OVCAR-4. Synergy scores: CSS=32.0, Synergy_ZIP=0.151, Synergy_Bliss=-0.466, Synergy_Loewe=-11.9, Synergy_HSA=-0.416. (2) Drug 1: CCC1(CC2CC(C3=C(CCN(C2)C1)C4=CC=CC=C4N3)(C5=C(C=C6C(=C5)C78CCN9C7C(C=CC9)(C(C(C8N6C=O)(C(=O)OC)O)OC(=O)C)CC)OC)C(=O)OC)O.OS(=O)(=O)O. Drug 2: CC1C(C(CC(O1)OC2CC(OC(C2O)C)OC3=CC4=CC5=C(C(=O)C(C(C5)C(C(=O)C(C(C)O)O)OC)OC6CC(C(C(O6)C)O)OC7CC(C(C(O7)C)O)OC8CC(C(C(O8)C)O)(C)O)C(=C4C(=C3C)O)O)O)O. Cell line: U251. Synergy scores: CSS=53.8, Synergy_ZIP=0.858, Synergy_Bliss=0.784, Synergy_Loewe=-0.589, Synergy_HSA=-1.05. (3) Drug 1: CC(CN1CC(=O)NC(=O)C1)N2CC(=O)NC(=O)C2. Drug 2: C(CCl)NC(=O)N(CCCl)N=O. Cell line: ACHN. Synergy scores: CSS=34.8, Synergy_ZIP=-6.68, Synergy_Bliss=-0.208, Synergy_Loewe=-4.82, Synergy_HSA=-1.30. (4) Drug 1: CCCS(=O)(=O)NC1=C(C(=C(C=C1)F)C(=O)C2=CNC3=C2C=C(C=N3)C4=CC=C(C=C4)Cl)F. Drug 2: C1=CC=C(C=C1)NC(=O)CCCCCCC(=O)NO. Cell line: CAKI-1. Synergy scores: CSS=11.7, Synergy_ZIP=-6.64, Synergy_Bliss=-11.3, Synergy_Loewe=-18.3, Synergy_HSA=-10.1.